Dataset: Forward reaction prediction with 1.9M reactions from USPTO patents (1976-2016). Task: Predict the product of the given reaction. Given the reactants [NH2:1][C:2]1[N:3]=[C:4]([S:10][CH3:11])[S:5][C:6]=1[C:7]([NH2:9])=[O:8].[CH:12](O)=O, predict the reaction product. The product is: [CH3:11][S:10][C:4]1[S:5][C:6]2[C:7](=[O:8])[N:9]=[CH:12][NH:1][C:2]=2[N:3]=1.